This data is from Reaction yield outcomes from USPTO patents with 853,638 reactions. The task is: Predict the reaction yield, written as a fraction of the theoretical maximum amount of product (1.0 means a 100% yield; for example, 0.34 means a 34% yield). The reactants are C(OC([NH:8][C:9]1[N:14]=[CH:13][C:12]([B:15]([OH:17])[OH:16])=[CH:11][N:10]=1)=O)(C)(C)C.Cl.[OH-].[Na+]. The catalyst is O. The product is [NH2:8][C:9]1[N:14]=[CH:13][C:12]([B:15]([OH:17])[OH:16])=[CH:11][N:10]=1. The yield is 0.900.